The task is: Predict the reaction yield, written as a fraction of the theoretical maximum amount of product (1.0 means a 100% yield; for example, 0.34 means a 34% yield).. This data is from Reaction yield outcomes from USPTO patents with 853,638 reactions. (1) The reactants are [Br:1][C:2]1[CH:7]=[CH:6][N:5]2[N:8]=[C:9]([C:17]3[CH:22]=[CH:21][C:20]([O:23][CH3:24])=[CH:19][CH:18]=3)[C:10]([C:11]3[NH:15][C:14](=[O:16])[O:13][N:12]=3)=[C:4]2[CH:3]=1.Br[CH2:26][CH2:27][Cl:28].N12CCCN=C1CCCCC2. The catalyst is CN(C)C(=O)C. The product is [Br:1][C:2]1[CH:7]=[CH:6][N:5]2[N:8]=[C:9]([C:17]3[CH:22]=[CH:21][C:20]([O:23][CH3:24])=[CH:19][CH:18]=3)[C:10]([C:11]3[N:15]([CH2:26][CH2:27][Cl:28])[C:14](=[O:16])[O:13][N:12]=3)=[C:4]2[CH:3]=1. The yield is 0.190. (2) The reactants are [NH2:1][C:2]1[C:10]([OH:11])=[CH:9][C:5]([C:6]([OH:8])=[O:7])=[C:4]([NH:12][C:13]2[CH:18]=[CH:17][CH:16]=[CH:15][C:14]=2[F:19])[C:3]=1[F:20].[CH3:21]C1C=CC(S(O)(=O)=O)=CC=1.O. The catalyst is C(OC)(OC)OC. The product is [F:20][C:3]1[C:2]2[N:1]=[CH:21][O:11][C:10]=2[CH:9]=[C:5]([C:6]([OH:8])=[O:7])[C:4]=1[NH:12][C:13]1[CH:18]=[CH:17][CH:16]=[CH:15][C:14]=1[F:19]. The yield is 0.920.